This data is from Peptide-MHC class II binding affinity with 134,281 pairs from IEDB. The task is: Regression. Given a peptide amino acid sequence and an MHC pseudo amino acid sequence, predict their binding affinity value. This is MHC class II binding data. (1) The peptide sequence is GELAIVDKIDAAFKI. The binding affinity (normalized) is 0.649. The MHC is DRB3_0101 with pseudo-sequence DRB3_0101. (2) The peptide sequence is FGSMAKKGDEQKLRS. The MHC is HLA-DQA10301-DQB10302 with pseudo-sequence HLA-DQA10301-DQB10302. The binding affinity (normalized) is 0.0400. (3) The peptide sequence is SQDLELSWNLNGLQMY. The MHC is DRB1_1302 with pseudo-sequence DRB1_1302. The binding affinity (normalized) is 0.717. (4) The peptide sequence is CDGSILGAAVNGKKS. The binding affinity (normalized) is 0. The MHC is DRB1_0801 with pseudo-sequence DRB1_0801. (5) The peptide sequence is LAKYKANWIEIMRIK. The MHC is DRB1_0301 with pseudo-sequence DRB1_0301. The binding affinity (normalized) is 0.312. (6) The peptide sequence is PALFFTFLANLNLTE. The MHC is H-2-IAb with pseudo-sequence H-2-IAb. The binding affinity (normalized) is 0.270. (7) The MHC is DRB1_0301 with pseudo-sequence DRB1_0301. The peptide sequence is QFGTMPSLTMACMAK. The binding affinity (normalized) is 0.